This data is from NCI-60 drug combinations with 297,098 pairs across 59 cell lines. The task is: Regression. Given two drug SMILES strings and cell line genomic features, predict the synergy score measuring deviation from expected non-interaction effect. (1) Drug 1: C1=NC(=NC(=O)N1C2C(C(C(O2)CO)O)O)N. Synergy scores: CSS=4.07, Synergy_ZIP=-1.01, Synergy_Bliss=-0.0807, Synergy_Loewe=-3.48, Synergy_HSA=-1.12. Drug 2: CC12CCC3C(C1CCC2O)C(CC4=C3C=CC(=C4)O)CCCCCCCCCS(=O)CCCC(C(F)(F)F)(F)F. Cell line: UO-31. (2) Drug 1: CN(C)N=NC1=C(NC=N1)C(=O)N. Drug 2: CS(=O)(=O)CCNCC1=CC=C(O1)C2=CC3=C(C=C2)N=CN=C3NC4=CC(=C(C=C4)OCC5=CC(=CC=C5)F)Cl. Cell line: TK-10. Synergy scores: CSS=10.5, Synergy_ZIP=-6.29, Synergy_Bliss=0.622, Synergy_Loewe=-13.0, Synergy_HSA=-1.31. (3) Drug 1: CN(CCCl)CCCl.Cl. Drug 2: C1CCC(C(C1)N)N.C(=O)(C(=O)[O-])[O-].[Pt+4]. Cell line: DU-145. Synergy scores: CSS=33.8, Synergy_ZIP=-1.64, Synergy_Bliss=-2.25, Synergy_Loewe=-6.87, Synergy_HSA=0.191. (4) Synergy scores: CSS=-1.27, Synergy_ZIP=3.49, Synergy_Bliss=4.34, Synergy_Loewe=1.48, Synergy_HSA=1.38. Cell line: SNB-19. Drug 2: C1CC(=O)NC(=O)C1N2C(=O)C3=CC=CC=C3C2=O. Drug 1: CCCS(=O)(=O)NC1=C(C(=C(C=C1)F)C(=O)C2=CNC3=C2C=C(C=N3)C4=CC=C(C=C4)Cl)F. (5) Drug 1: CCN(CC)CCNC(=O)C1=C(NC(=C1C)C=C2C3=C(C=CC(=C3)F)NC2=O)C. Drug 2: C1CNP(=O)(OC1)N(CCCl)CCCl. Cell line: ACHN. Synergy scores: CSS=-2.92, Synergy_ZIP=-0.102, Synergy_Bliss=-1.94, Synergy_Loewe=-6.21, Synergy_HSA=-6.18. (6) Drug 1: CC1=C2C(C(=O)C3(C(CC4C(C3C(C(C2(C)C)(CC1OC(=O)C(C(C5=CC=CC=C5)NC(=O)OC(C)(C)C)O)O)OC(=O)C6=CC=CC=C6)(CO4)OC(=O)C)OC)C)OC. Drug 2: CN(CCCl)CCCl.Cl. Cell line: MDA-MB-231. Synergy scores: CSS=20.1, Synergy_ZIP=-9.34, Synergy_Bliss=-15.2, Synergy_Loewe=-23.7, Synergy_HSA=-14.2. (7) Drug 1: CC12CCC3C(C1CCC2O)C(CC4=C3C=CC(=C4)O)CCCCCCCCCS(=O)CCCC(C(F)(F)F)(F)F. Drug 2: CC1C(C(CC(O1)OC2CC(CC3=C2C(=C4C(=C3O)C(=O)C5=CC=CC=C5C4=O)O)(C(=O)C)O)N)O. Cell line: SK-OV-3. Synergy scores: CSS=29.7, Synergy_ZIP=1.90, Synergy_Bliss=3.54, Synergy_Loewe=-8.18, Synergy_HSA=2.54.